From a dataset of Full USPTO retrosynthesis dataset with 1.9M reactions from patents (1976-2016). Predict the reactants needed to synthesize the given product. Given the product [F:20]/[C:8](/[C:4]1[CH:5]=[CH:6][CH:7]=[C:2]([B:21]2[O:25][C:24]([CH3:27])([CH3:26])[C:23]([CH3:29])([CH3:28])[O:22]2)[CH:3]=1)=[CH:9]\[C:10]1[CH:19]=[CH:18][C:13]([C:14]([O:16][CH3:17])=[O:15])=[CH:12][CH:11]=1, predict the reactants needed to synthesize it. The reactants are: Br[C:2]1[CH:3]=[C:4](/[C:8](/[F:20])=[CH:9]/[C:10]2[CH:19]=[CH:18][C:13]([C:14]([O:16][CH3:17])=[O:15])=[CH:12][CH:11]=2)[CH:5]=[CH:6][CH:7]=1.[B:21]1([B:21]2[O:25][C:24]([CH3:27])([CH3:26])[C:23]([CH3:29])([CH3:28])[O:22]2)[O:25][C:24]([CH3:27])([CH3:26])[C:23]([CH3:29])([CH3:28])[O:22]1.CC([O-])=O.[K+].C(OCC)(=O)C.